This data is from Forward reaction prediction with 1.9M reactions from USPTO patents (1976-2016). The task is: Predict the product of the given reaction. (1) The product is: [N:1]1([C:2]2[N:7]=[CH:6][C:5]([CH2:8][C:9]([O:11][CH2:12][CH3:13])=[O:10])=[CH:4][CH:3]=2)[CH:14]=[N:26][N:25]=[N:24]1. Given the reactants [NH2:1][C:2]1[N:7]=[CH:6][C:5]([CH2:8][C:9]([O:11][CH2:12][CH3:13])=[O:10])=[CH:4][CH:3]=1.[CH:14](OCC)(OCC)OCC.[N-:24]=[N+:25]=[N-:26].[Na+], predict the reaction product. (2) Given the reactants [F:1][C:2]([F:12])([F:11])[O:3][C:4]1[CH:10]=[CH:9][C:7]([NH2:8])=[CH:6][CH:5]=1.C[Si]([N-][Si](C)(C)C)(C)C.[Na+].[C:23]([O:27][C:28](O[C:28]([O:27][C:23]([CH3:26])([CH3:25])[CH3:24])=[O:29])=[O:29])([CH3:26])([CH3:25])[CH3:24], predict the reaction product. The product is: [C:28]([NH:8][C:7]1[CH:9]=[CH:10][C:4]([O:3][C:2]([F:11])([F:12])[F:1])=[CH:5][CH:6]=1)([O:27][C:23]([CH3:26])([CH3:25])[CH3:24])=[O:29]. (3) Given the reactants Cl.[NH2:2][CH:3]1[CH2:7][CH2:6][CH:5]([NH:8][C:9]([C:11]2[C:19]3[C:14](=[N:15][CH:16]=[C:17]([C:20]4[C:28]5[C:23](=[CH:24][C:25]([Cl:29])=[CH:26][CH:27]=5)[N:22]([CH3:30])[N:21]=4)[N:18]=3)[N:13]([CH2:31][O:32][CH2:33][CH2:34][Si:35]([CH3:38])([CH3:37])[CH3:36])[CH:12]=2)=[O:10])[CH2:4]1.C(N(CC)CC)C.[CH3:46][S:47](Cl)(=[O:49])=[O:48], predict the reaction product. The product is: [CH3:46][S:47]([NH:2][CH:3]1[CH2:7][CH2:6][CH:5]([NH:8][C:9]([C:11]2[C:19]3[C:14](=[N:15][CH:16]=[C:17]([C:20]4[C:28]5[C:23](=[CH:24][C:25]([Cl:29])=[CH:26][CH:27]=5)[N:22]([CH3:30])[N:21]=4)[N:18]=3)[N:13]([CH2:31][O:32][CH2:33][CH2:34][Si:35]([CH3:38])([CH3:37])[CH3:36])[CH:12]=2)=[O:10])[CH2:4]1)(=[O:49])=[O:48]. (4) Given the reactants [F:1][C:2]1[CH:3]=[C:4]([CH2:9][C:10]([OH:12])=O)[CH:5]=[C:6]([F:8])[CH:7]=1.Cl.[C:14]([O:18][C:19](=[O:34])[C@H:20]([CH2:27][C:28]1[CH:33]=[CH:32][CH:31]=[CH:30][CH:29]=1)[NH:21][C:22](=[O:26])[C@H:23]([CH3:25])[NH2:24])([CH3:17])([CH3:16])[CH3:15].C(N[C@H](C(O)=O)C)(OC(C)(C)C)=O.Cl.C(OC(=O)[C@H](CC1C=CC=CC=1)N)(C)(C)C, predict the reaction product. The product is: [C:14]([O:18][C:19](=[O:34])[C@H:20]([CH2:27][C:28]1[CH:29]=[CH:30][CH:31]=[CH:32][CH:33]=1)[NH:21][C:22](=[O:26])[C@H:23]([CH3:25])[NH:24][C:10](=[O:12])[CH2:9][C:4]1[CH:5]=[C:6]([F:8])[CH:7]=[C:2]([F:1])[CH:3]=1)([CH3:15])([CH3:16])[CH3:17].